From a dataset of NCI-60 drug combinations with 297,098 pairs across 59 cell lines. Regression. Given two drug SMILES strings and cell line genomic features, predict the synergy score measuring deviation from expected non-interaction effect. Drug 1: CC1=CC2C(CCC3(C2CCC3(C(=O)C)OC(=O)C)C)C4(C1=CC(=O)CC4)C. Drug 2: C(CN)CNCCSP(=O)(O)O. Cell line: SK-MEL-5. Synergy scores: CSS=-13.6, Synergy_ZIP=5.74, Synergy_Bliss=4.23, Synergy_Loewe=-7.32, Synergy_HSA=-8.05.